Dataset: Reaction yield outcomes from USPTO patents with 853,638 reactions. Task: Predict the reaction yield, written as a fraction of the theoretical maximum amount of product (1.0 means a 100% yield; for example, 0.34 means a 34% yield). (1) The reactants are [CH:1]1([N:7]([CH2:17][CH:18]2[CH2:20][CH2:19]2)[C:8]2[N:13]=[CH:12][N:11]=[C:10]([C:14]([OH:16])=O)[CH:9]=2)[CH2:6][CH2:5][CH2:4][CH2:3][CH2:2]1.[NH:21]1[C:29]2[CH:28]=[CH:27][CH:26]=[C:25]([NH2:30])[C:24]=2[CH:23]=[CH:22]1. The catalyst is C(Cl)Cl. The product is [CH:1]1([N:7]([CH2:17][CH:18]2[CH2:20][CH2:19]2)[C:8]2[N:13]=[CH:12][N:11]=[C:10]([C:14]([NH:30][C:25]3[CH:26]=[CH:27][CH:28]=[C:29]4[C:24]=3[CH:23]=[CH:22][NH:21]4)=[O:16])[CH:9]=2)[CH2:2][CH2:3][CH2:4][CH2:5][CH2:6]1. The yield is 0.770. (2) The reactants are [Br:1][C:2]1[CH:3]=C2C(=C[CH:11]=1)OCCC2=O.IC.[CH3:15][C:16]([CH3:19])([O-])[CH3:17].[K+].[OH2:21].[CH2:22]1[CH2:26][O:25][CH2:24][CH2:23]1. The yield is 0.910. The product is [Br:1][C:2]1[CH:11]=[C:22]2[C:23](=[CH:24][CH:3]=1)[O:21][CH2:15][C:16]([CH3:19])([CH3:17])[C:26]2=[O:25]. No catalyst specified. (3) The reactants are [CH2:1]([N:8]1[C:12](=[O:13])[CH2:11][CH:10]([C:14]2[C:22]3[C:17](=[CH:18][CH:19]=[C:20]([O:23][CH2:24][C:25]#[CH:26])[CH:21]=3)[NH:16][CH:15]=2)[C:9]1=[O:27])[C:2]1[CH:7]=[CH:6][CH:5]=[CH:4][CH:3]=1. The catalyst is BrC1C=CC=CC=1. The product is [CH2:1]([N:8]1[C:12](=[O:13])[CH2:11][CH:10]([C:14]2[C:22]3[C:21]4[CH:26]=[CH:25][CH2:24][O:23][C:20]=4[CH:19]=[CH:18][C:17]=3[NH:16][CH:15]=2)[C:9]1=[O:27])[C:2]1[CH:7]=[CH:6][CH:5]=[CH:4][CH:3]=1. The yield is 0.370. (4) The reactants are [F:1][C:2]([F:11])([F:10])[C:3]1[CH:9]=[CH:8][C:6]([NH2:7])=[CH:5][CH:4]=1.[C:12]([OH:17])(=[O:16])[C:13]([CH3:15])=O.[F:18][C:19]([F:29])([F:28])[C:20]1[CH:27]=[CH:26][C:23]([CH:24]=O)=[CH:22][CH:21]=1.S(=O)(=O)(O)O.[OH-].[NH4+]. The catalyst is C(O)(=O)C.O.C(Cl)(Cl)Cl. The product is [F:1][C:2]([F:10])([F:11])[C:3]1[CH:9]=[C:8]2[C:6](=[CH:5][CH:4]=1)[N:7]=[C:24]([C:23]1[CH:22]=[CH:21][C:20]([C:19]([F:18])([F:28])[F:29])=[CH:27][CH:26]=1)[CH:15]=[C:13]2[C:12]([OH:17])=[O:16]. The yield is 0.100. (5) The reactants are C([C:3]1[CH:4]=[C:5]([CH:15]=[CH:16][C:17]=1[B:18]1[O:22]C(C)(C)[C:20](C)(C)[O:19]1)[O:6][C:7]1[CH:14]=[CH:13][C:10]([C:11]#[N:12])=[CH:9][N:8]=1)=O.[BH4-].[Na+].Cl.C([O-])(O)=O.[Na+]. The catalyst is CCO.O. The product is [OH:22][B:18]1[C:17]2[CH:3]=[CH:4][C:5]([O:6][C:7]3[CH:14]=[CH:13][C:10]([C:11]#[N:12])=[CH:9][N:8]=3)=[CH:15][C:16]=2[CH2:20][O:19]1. The yield is 0.924.